Dataset: Full USPTO retrosynthesis dataset with 1.9M reactions from patents (1976-2016). Task: Predict the reactants needed to synthesize the given product. Given the product [ClH:35].[F:34][C:3]([F:2])([F:33])[C:4]1[CH:5]=[C:6]([CH:26]=[C:27]([C:29]([F:30])([F:31])[F:32])[CH:28]=1)[CH2:7][N:8]([CH3:25])[C:9]([C@@H:11]1[CH2:16][CH2:15][N:14]([C:36]2[S:40][N:39]=[C:38]([CH3:41])[N:37]=2)[CH2:13][C@H:12]1[C:17]1[CH:22]=[CH:21][C:20]([F:23])=[CH:19][C:18]=1[CH3:24])=[O:10], predict the reactants needed to synthesize it. The reactants are: Cl.[F:2][C:3]([F:34])([F:33])[C:4]1[CH:5]=[C:6]([CH:26]=[C:27]([C:29]([F:32])([F:31])[F:30])[CH:28]=1)[CH2:7][N:8]([CH3:25])[C:9]([C@@H:11]1[CH2:16][CH2:15][NH:14][CH2:13][C@H:12]1[C:17]1[CH:22]=[CH:21][C:20]([F:23])=[CH:19][C:18]=1[CH3:24])=[O:10].[Cl:35][C:36]1[S:40][N:39]=[C:38]([CH3:41])[N:37]=1.CCN(CC)CC.O.